This data is from Experimentally validated miRNA-target interactions with 360,000+ pairs, plus equal number of negative samples. The task is: Binary Classification. Given a miRNA mature sequence and a target amino acid sequence, predict their likelihood of interaction. The miRNA is hsa-miR-877-3p with sequence UCCUCUUCUCCCUCCUCCCAG. The protein sequence of the target gene is MAATRAGPRAREIFTSLEYGPVPESHACALAWLDTQDRCLGHYVNGKWLKPEHRNSVPCQDPITGENLASCLQAQAEDVAAAVEAARMAFKGWSAHPGVVRAQHLTRLAEVIQKHQRLLWTLESLVTGRAVREVRDGDVQLAQQLLHYHAIQASTQEEALAGWEPMGVIGLILPPTFSFLEMMWRICPALAVGCTVVALVPPASPAPLLLAQLAGELGPFPGILNVLSGPASLVPILASQPGIRKVAFCGAPEEGRALRRSLAGECAELGLALGTESLLLLTDTADVDSAVEGVVDAAWS.... Result: 0 (no interaction).